This data is from Catalyst prediction with 721,799 reactions and 888 catalyst types from USPTO. The task is: Predict which catalyst facilitates the given reaction. The catalyst class is: 3. Product: [CH3:26][C:25]([CH3:28])([CH3:27])[C:24]([O:23][CH2:22][O:19][C:18]([C:10]1[NH:11][C:12]2[C:17]([C:9]=1[NH:8][C:5]1[CH:6]=[CH:7][N:2]=[CH:3][CH:4]=1)=[CH:16][CH:15]=[CH:14][CH:13]=2)=[O:20])=[O:29]. Reactant: [K+].[N:2]1[CH:7]=[CH:6][C:5]([NH:8][C:9]2[C:17]3[C:12](=[CH:13][CH:14]=[CH:15][CH:16]=3)[NH:11][C:10]=2[C:18]([O-:20])=[O:19])=[CH:4][CH:3]=1.Cl[CH2:22][O:23][C:24](=[O:29])[C:25]([CH3:28])([CH3:27])[CH3:26].